From a dataset of Catalyst prediction with 721,799 reactions and 888 catalyst types from USPTO. Predict which catalyst facilitates the given reaction. (1) Reactant: [CH2:1]([N:3]1[C:12]2[C:7](=[CH:8][C:9]([O:24][CH2:25][C:26]3[CH:31]=[CH:30][C:29]([O:32][CH3:33])=[CH:28][CH:27]=3)=[C:10]([O:14][CH2:15][C:16]3[CH:21]=[CH:20][C:19]([O:22][CH3:23])=[CH:18][CH:17]=3)[C:11]=2[F:13])[C:6](=[O:34])[C:5]([CH2:35][OH:36])=[CH:4]1)[CH3:2]. Product: [CH2:1]([N:3]1[C:12]2[C:7](=[CH:8][C:9]([O:24][CH2:25][C:26]3[CH:27]=[CH:28][C:29]([O:32][CH3:33])=[CH:30][CH:31]=3)=[C:10]([O:14][CH2:15][C:16]3[CH:17]=[CH:18][C:19]([O:22][CH3:23])=[CH:20][CH:21]=3)[C:11]=2[F:13])[C:6](=[O:34])[C:5]([CH:35]=[O:36])=[CH:4]1)[CH3:2]. The catalyst class is: 327. (2) Reactant: C([N:9]1[C:17]2[C:12](=[C:13]3[CH:20]([CH2:21][Cl:22])[CH2:19][N:18]([C:23]([O:25]C(C)(C)C)=O)[C:14]3=[CH:15][CH:16]=2)[CH:11]=[C:10]1[C:30]([O:32][CH2:33][CH3:34])=[O:31])(=O)C1C=CC=CC=1.Cl.C(Cl)CCl.[CH3:40][O:41][C:42]1[CH:43]=[C:44]2[C:48](=[CH:49][CH:50]=1)[NH:47][C:46](C(O)=O)=[CH:45]2. Product: [Cl:22][CH2:21][CH:20]1[C:13]2=[C:12]3[C:17](=[CH:16][CH:15]=[C:14]2[N:18]([C:23]([C:46]2[NH:47][C:48]4[C:44]([CH:45]=2)=[CH:43][C:42]([O:41][CH3:40])=[CH:50][CH:49]=4)=[O:25])[CH2:19]1)[NH:9][C:10]([C:30]([O:32][CH2:33][CH3:34])=[O:31])=[CH:11]3. The catalyst class is: 13. (3) Reactant: [C:1]1([C:7]2[CH:31]=[CH:30][C:10]([C:11]([NH:13][C:14]3[CH:23]=[C:22]4[C:17]([CH2:18][CH2:19][CH2:20][N:21]4C(=O)C(F)(F)F)=[CH:16][CH:15]=3)=[O:12])=[CH:9][N:8]=2)[CH:6]=[CH:5][CH:4]=[CH:3][CH:2]=1.C(=O)([O-])[O-].[K+].[K+]. Product: [NH:21]1[C:22]2[C:17](=[CH:16][CH:15]=[C:14]([NH:13][C:11](=[O:12])[C:10]3[CH:30]=[CH:31][C:7]([C:1]4[CH:2]=[CH:3][CH:4]=[CH:5][CH:6]=4)=[N:8][CH:9]=3)[CH:23]=2)[CH2:18][CH2:19][CH2:20]1. The catalyst class is: 72.